This data is from Reaction yield outcomes from USPTO patents with 853,638 reactions. The task is: Predict the reaction yield, written as a fraction of the theoretical maximum amount of product (1.0 means a 100% yield; for example, 0.34 means a 34% yield). (1) The reactants are [C:1]([C:3](=[C:9]([C:16]1[CH:21]=[CH:20][CH:19]=[CH:18][CH:17]=1)[C:10]1[CH:15]=[CH:14][CH:13]=[CH:12][CH:11]=1)[C:4]([O:6][CH2:7][CH3:8])=[O:5])#[N:2].[CH2:22]1C2C[CH:28](O)[CH:24]([CH2:25]2)[CH2:23]1.C([O-])([O-])=O.[Na+].[Na+]. No catalyst specified. The product is [C:1]([C:3](=[C:9]([C:16]1[CH:17]=[CH:18][CH:19]=[CH:20][CH:21]=1)[C:10]1[CH:11]=[CH:12][CH:13]=[CH:14][CH:15]=1)[C:4]([O:6][C:7]12[CH2:28][CH:24]([CH2:23][CH2:22]1)[CH2:25][CH2:8]2)=[O:5])#[N:2]. The yield is 0.530. (2) The reactants are [F:1][C:2]([F:11])([F:10])[C:3]1[CH:4]=[C:5]([NH2:9])[CH:6]=[N:7][CH:8]=1.[CH2:12]([O:14][C:15]1[C:16](=O)[C:17](=[O:22])[C:18]=1[O:19]CC)[CH3:13]. The catalyst is CCO. The product is [CH2:12]([O:14][C:15]1[C:18](=[O:19])[C:17](=[O:22])[C:16]=1[NH:9][C:5]1[CH:6]=[N:7][CH:8]=[C:3]([C:2]([F:1])([F:10])[F:11])[CH:4]=1)[CH3:13]. The yield is 0.380. (3) The reactants are [C:1]([C:3]1C=[CH:13][C:6]([CH2:7][N:8]2[CH:12]=[CH:11][N:10]=[CH:9]2)=[C:5]([CH3:15])[CH:4]=1)#[CH:2].[CH3:16][O:17][C:18](=[O:27])[CH2:19][C:20]1[CH:25]=[CH:24]C(I)=[CH:22][CH:21]=1.CO.[CH3:30][CH2:31]OC(C)=O. The catalyst is C(N(CC)CC)C.[Cu]I.Cl[Pd](Cl)([P](C1C=CC=CC=1)(C1C=CC=CC=1)C1C=CC=CC=1)[P](C1C=CC=CC=1)(C1C=CC=CC=1)C1C=CC=CC=1. The product is [N:8]1([C:7]2[CH:31]=[CH:30][C:4]([C:3]#[C:1][C:2]3[CH:22]=[CH:21][C:20]([CH2:19][C:18]([O:17][CH3:16])=[O:27])=[CH:25][CH:24]=3)=[C:5]([CH3:15])[C:6]=2[CH3:13])[CH:12]=[CH:11][N:10]=[CH:9]1. The yield is 0.250. (4) The reactants are [CH3:1][C:2]1[CH:3]([C:10]2[CH:17]=[CH:16][CH:15]=[CH:14][C:11]=2[CH:12]=[O:13])[C:4]([CH3:9])=[C:5]([CH3:8])[C:6]=1[CH3:7].[C:18]1([Li])[CH:23]=[CH:22][CH:21]=[CH:20][CH:19]=1.O.C1(C)C=CC=CC=1. The catalyst is O1CCCC1.C1CCCCC1.CCOCC. The product is [CH3:1][C:2]1[CH:3]([C:10]2[CH:17]=[CH:16][CH:15]=[CH:14][C:11]=2[CH:12]([OH:13])[C:18]2[CH:23]=[CH:22][CH:21]=[CH:20][CH:19]=2)[C:4]([CH3:9])=[C:5]([CH3:8])[C:6]=1[CH3:7]. The yield is 0.870. (5) The yield is 0.100. The product is [F:1][C:2]1[CH:7]=[CH:6][C:5]([C:8]2[C:9]3[C:10](=[N:27][N:28]([C:35]4[CH:36]=[CH:37][C:32]([S:31][CH3:30])=[CH:33][CH:34]=4)[CH:29]=3)[N:11]=[C:12]([C:20]3[CH:25]=[CH:24][C:23]([F:26])=[CH:22][CH:21]=3)[C:13]=2[C:14]2[CH:15]=[CH:16][N:17]=[CH:18][CH:19]=2)=[CH:4][CH:3]=1.[F:1][C:2]1[CH:7]=[CH:6][C:5]([C:8]2[C:13]([C:14]3[CH:15]=[CH:16][N:17]=[CH:18][CH:19]=3)=[C:12]([C:20]3[CH:25]=[CH:24][C:23]([F:26])=[CH:22][CH:21]=3)[N:11]=[C:10]3[N:27]([C:35]4[CH:36]=[CH:37][C:32]([S:31][CH3:30])=[CH:33][CH:34]=4)[N:28]=[CH:29][C:9]=23)=[CH:4][CH:3]=1. The catalyst is C(Cl)Cl. The reactants are [F:1][C:2]1[CH:7]=[CH:6][C:5]([C:8]2[C:13]([C:14]3[CH:19]=[CH:18][N:17]=[CH:16][CH:15]=3)=[C:12]([C:20]3[CH:25]=[CH:24][C:23]([F:26])=[CH:22][CH:21]=3)[N:11]=[C:10]3[NH:27][N:28]=[CH:29][C:9]=23)=[CH:4][CH:3]=1.[CH3:30][S:31][C:32]1[CH:37]=[CH:36][C:35](B(O)O)=[CH:34][CH:33]=1.N1C=CC=CC=1.C(N(CC)CC)C. (6) The reactants are [F:1][C:2]1[CH:7]=[C:6]([N+:8]([O-:10])=[O:9])[C:5](F)=[CH:4][C:3]=1[CH3:12].[O-:13][S:14]([O-:16])=[O:15].[Na+].[Na+].O. The catalyst is CCO. The product is [F:1][C:2]1[C:3]([CH3:12])=[CH:4][C:5]([S:14]([OH:16])(=[O:15])=[O:13])=[C:6]([N+:8]([O-:10])=[O:9])[CH:7]=1. The yield is 0.730. (7) The reactants are [F:1][C:2]1[CH:3]=[C:4]([N:17]2[CH2:21][C@H:20]([CH2:22][NH:23][C:24](=[O:26])[CH3:25])[O:19][C:18]2=[O:27])[CH:5]=[CH:6][C:7]=1B1OC(C)(C)C(C)(C)O1.[C:28]([O:32][C:33](=[O:47])[N:34]([CH2:39][C:40]1[CH:45]=[CH:44][C:43](Br)=[CH:42][CH:41]=1)[CH2:35][CH2:36][CH2:37][F:38])([CH3:31])([CH3:30])[CH3:29].CCO.C(=O)([O-])[O-].[K+].[K+]. The catalyst is O1CCOCC1.C1C=CC(P(C2C=CC=CC=2)[C-]2C=CC=C2)=CC=1.C1C=CC(P(C2C=CC=CC=2)[C-]2C=CC=C2)=CC=1.Cl[Pd]Cl.[Fe+2].O. The product is [C:28]([O:32][C:33](=[O:47])[N:34]([CH2:39][C:40]1[CH:45]=[CH:44][C:43]([C:7]2[CH:6]=[CH:5][C:4]([N:17]3[CH2:21][C@H:20]([CH2:22][NH:23][C:24](=[O:26])[CH3:25])[O:19][C:18]3=[O:27])=[CH:3][C:2]=2[F:1])=[CH:42][CH:41]=1)[CH2:35][CH2:36][CH2:37][F:38])([CH3:31])([CH3:29])[CH3:30]. The yield is 0.910.